Dataset: Forward reaction prediction with 1.9M reactions from USPTO patents (1976-2016). Task: Predict the product of the given reaction. Given the reactants Br[CH:2]([C:6]1[CH:11]=[CH:10][CH:9]=[C:8]([Cl:12])[CH:7]=1)[C:3]([OH:5])=[O:4].[CH3:13][C:14]1[CH:15]=[C:16]([OH:21])[CH:17]=[CH:18][C:19]=1[CH3:20], predict the reaction product. The product is: [Cl:12][C:8]1[CH:7]=[C:6]([CH:2]([O:21][C:16]2[CH:17]=[CH:18][C:19]([CH3:20])=[C:14]([CH3:13])[CH:15]=2)[C:3]([OH:5])=[O:4])[CH:11]=[CH:10][CH:9]=1.